Dataset: Full USPTO retrosynthesis dataset with 1.9M reactions from patents (1976-2016). Task: Predict the reactants needed to synthesize the given product. (1) Given the product [I:14][C:3]1[CH:4]=[C:5]([CH3:8])[CH:6]=[CH:7][C:2]=1[NH2:1], predict the reactants needed to synthesize it. The reactants are: [NH2:1][C:2]1[CH:7]=[CH:6][C:5]([CH3:8])=[CH:4][CH:3]=1.C(=O)(O)[O-].[Na+].[I:14]I. (2) Given the product [ClH:27].[ClH:51].[Cl:27][C:28]1[CH:33]=[C:32]([C:2]2[CH:3]=[C:4]3[C:9](=[CH:10][CH:11]=2)[N:8]=[CH:7][C:6]([C:12](=[O:14])[CH3:13])=[C:5]3[NH:15][C:16]2[CH:17]=[N:18][N:19]([CH:21]3[CH2:25][CH2:24][N:23]([CH3:26])[CH2:22]3)[CH:20]=2)[CH:31]=[C:30]([F:43])[C:29]=1[OH:44], predict the reactants needed to synthesize it. The reactants are: Br[C:2]1[CH:3]=[C:4]2[C:9](=[CH:10][CH:11]=1)[N:8]=[CH:7][C:6]([C:12](=[O:14])[CH3:13])=[C:5]2[NH:15][C:16]1[CH:17]=[N:18][N:19]([CH:21]2[CH2:25][CH2:24][N:23]([CH3:26])[CH2:22]2)[CH:20]=1.[Cl:27][C:28]1[CH:33]=[C:32](B2OC(C)(C)C(C)(C)O2)[CH:31]=[C:30]([F:43])[C:29]=1[OH:44].C([O-])([O-])=O.[Cs+].[Cs+].[ClH:51]. (3) The reactants are: [F:8][C:7]([F:10])([F:9])[C:6](O[C:6](=[O:11])[C:7]([F:10])([F:9])[F:8])=[O:11].[C:14]([O:18][C:19]([N:21]1[CH2:33][CH2:32][N:24]2[C:25]3[CH:26]=[CH:27][CH:28]=[CH:29][C:30]=3[CH:31]=[C:23]2[CH2:22]1)=[O:20])([CH3:17])([CH3:16])[CH3:15].C(N(CC)CC)C. Given the product [C:14]([O:18][C:19]([N:21]1[CH2:33][CH2:32][N:24]2[C:25]3[CH:26]=[CH:27][CH:28]=[CH:29][C:30]=3[C:31]([C:6](=[O:11])[C:7]([F:8])([F:9])[F:10])=[C:23]2[CH2:22]1)=[O:20])([CH3:17])([CH3:15])[CH3:16], predict the reactants needed to synthesize it. (4) Given the product [C:1]1([S:7]([NH:10][C:11]2[CH:12]=[C:13]3[C:18](=[CH:19][CH:20]=2)[N:17]=[CH:16][C:15]([C:21]([NH:53][O:52][CH:47]2[CH2:48][CH2:49][CH2:50][CH2:51][O:46]2)=[O:22])=[CH:14]3)(=[O:8])=[O:9])[CH:2]=[CH:3][CH:4]=[CH:5][CH:6]=1, predict the reactants needed to synthesize it. The reactants are: [C:1]1([S:7]([NH:10][C:11]2[CH:12]=[C:13]3[C:18](=[CH:19][CH:20]=2)[N:17]=[CH:16][C:15]([C:21](O)=[O:22])=[CH:14]3)(=[O:9])=[O:8])[CH:6]=[CH:5][CH:4]=[CH:3][CH:2]=1.C(N(CC)CC)C.F[P-](F)(F)(F)(F)F.CN(C)C(F)=[N+](C)C.[O:46]1[CH2:51][CH2:50][CH2:49][CH2:48][CH:47]1[O:52][NH2:53]. (5) Given the product [F:21][C:2]([F:1])([F:20])[O:3][C:4]1[CH:5]=[CH:6][C:7]([C:10]2[S:14][C:13]([CH2:15][CH2:16][C:17]([OH:19])=[O:18])=[CH:12][CH:11]=2)=[CH:8][CH:9]=1, predict the reactants needed to synthesize it. The reactants are: [F:1][C:2]([F:21])([F:20])[O:3][C:4]1[CH:9]=[CH:8][C:7]([C:10]2[S:14][C:13]([CH:15]=[CH:16][C:17]([OH:19])=[O:18])=[CH:12][CH:11]=2)=[CH:6][CH:5]=1.CO.C(O)(=O)C. (6) The reactants are: [CH3:1][N:2]1[C:6]([S:7][C:8]2[C:17](=[O:18])[C:16]3[C:11](=[CH:12][CH:13]=[CH:14][CH:15]=3)/[C:10](=[N:19]/[S:20]([C:23]3[CH:28]=[CH:27][C:26]([C:29]4[CH:34]=[CH:33][CH:32]=[CH:31][CH:30]=4)=[CH:25][CH:24]=3)(=[O:22])=[O:21])/[CH:9]=2)=[N:5][N:4]=[N:3]1.ClC1C(=O)C2C(=CC=CC=2)/C(=N/S(C2C=CC(C3C=CC=CC=3)=CC=2)(=O)=O)/C=1.SC1N=CNN=1. Given the product [NH:4]1[CH:1]=[N:2][C:6]([S:7][C:8]2[C:17](=[O:18])[C:16]3[C:11](=[CH:12][CH:13]=[CH:14][CH:15]=3)/[C:10](=[N:19]/[S:20]([C:23]3[CH:24]=[CH:25][C:26]([C:29]4[CH:34]=[CH:33][CH:32]=[CH:31][CH:30]=4)=[CH:27][CH:28]=3)(=[O:21])=[O:22])/[CH:9]=2)=[N:5]1.[CH3:1][N:2]1[C:6]([S:7][C:8]2[C:17](=[O:18])[C:16]3[C:11](=[CH:12][CH:13]=[CH:14][CH:15]=3)/[C:10](=[N:19]/[S:20]([C:23]3[CH:28]=[CH:27][C:26]([C:29]4[CH:34]=[CH:33][CH:32]=[CH:31][CH:30]=4)=[CH:25][CH:24]=3)(=[O:21])=[O:22])/[CH:9]=2)=[N:5][N:4]=[N:3]1, predict the reactants needed to synthesize it.